Regression. Given two drug SMILES strings and cell line genomic features, predict the synergy score measuring deviation from expected non-interaction effect. From a dataset of Merck oncology drug combination screen with 23,052 pairs across 39 cell lines. Drug 1: CN1C(=O)C=CC2(C)C3CCC4(C)C(NC(=O)OCC(F)(F)F)CCC4C3CCC12. Drug 2: COC1=C2CC(C)CC(OC)C(O)C(C)C=C(C)C(OC(N)=O)C(OC)C=CC=C(C)C(=O)NC(=CC1=O)C2=O. Cell line: DLD1. Synergy scores: synergy=13.8.